Dataset: NCI-60 drug combinations with 297,098 pairs across 59 cell lines. Task: Regression. Given two drug SMILES strings and cell line genomic features, predict the synergy score measuring deviation from expected non-interaction effect. Drug 1: CCCCCOC(=O)NC1=NC(=O)N(C=C1F)C2C(C(C(O2)C)O)O. Drug 2: C1C(C(OC1N2C=NC(=NC2=O)N)CO)O. Cell line: SNB-19. Synergy scores: CSS=1.99, Synergy_ZIP=-2.20, Synergy_Bliss=-1.55, Synergy_Loewe=-15.9, Synergy_HSA=-4.97.